Dataset: Full USPTO retrosynthesis dataset with 1.9M reactions from patents (1976-2016). Task: Predict the reactants needed to synthesize the given product. (1) Given the product [CH:1]1([NH:4][C:5]([C:7]2[C:16]([C:18]#[C:19][CH2:20][OH:23])=[CH:15][C:14]3[C:9](=[CH:10][CH:11]=[N:12][CH:13]=3)[N:8]=2)=[O:6])[CH2:3][CH2:2]1, predict the reactants needed to synthesize it. The reactants are: [CH:1]1([NH:4][C:5]([C:7]2[CH:16]=[CH:15][C:14]3[C:9](=[C:10](Br)[CH:11]=[N:12][CH:13]=3)[N:8]=2)=[O:6])[CH2:3][CH2:2]1.[CH:18]#[CH:19].[C:20](=[O:23])([O-])[O-].[K+].[K+].O. (2) Given the product [F:28][C:27]([F:30])([F:29])[C:2]1[C:3]([C:8]2[CH:19]=[CH:18][C:11]3[C:12]([NH:20][C:21]4[CH:26]=[CH:25][C:24]([C:27]([F:28])([F:30])[F:29])=[CH:23][N:22]=4)=[N:13][S:14](=[O:16])(=[O:15])[C:10]=3[CH:9]=2)=[N:4][CH:5]=[CH:6][CH:7]=1, predict the reactants needed to synthesize it. The reactants are: Cl[C:2]1[C:3]([C:8]2[CH:19]=[CH:18][C:11]3[C:12](O)=[N:13][S:14](=[O:16])(=[O:15])[C:10]=3[CH:9]=2)=[N:4][CH:5]=[CH:6][CH:7]=1.[NH2:20][C:21]1[CH:26]=[CH:25][C:24]([C:27]([F:30])([F:29])[F:28])=[CH:23][N:22]=1.C(C1C=CC(N)=CC=1)(C)(C)C. (3) Given the product [CH3:1][O:2][CH2:3][CH2:4][C:5]1[CH:10]=[CH:9][C:8]([O:11]/[CH:19]=[CH:18]\[C:17]([O:16][C:12]([CH3:15])([CH3:14])[CH3:13])=[O:20])=[CH:7][CH:6]=1, predict the reactants needed to synthesize it. The reactants are: [CH3:1][O:2][CH2:3][CH2:4][C:5]1[CH:10]=[CH:9][C:8]([OH:11])=[CH:7][CH:6]=1.[C:12]([O:16][C:17](=[O:20])[C:18]#[CH:19])([CH3:15])([CH3:14])[CH3:13].CN1CCOCC1. (4) Given the product [C:18]([CH2:19][C:15]1([NH:14][C:12]([C:10]2[CH:9]=[CH:8][C:7]([N:25]3[CH2:26][C:27]([F:30])([F:29])[CH2:28]3)=[C:6]([O:5][CH2:4][CH:1]3[CH2:2][CH2:3]3)[N:11]=2)=[O:13])[CH2:21][C:22](=[O:23])[NH:33][CH2:16]1)(=[O:20])[NH2:17], predict the reactants needed to synthesize it. The reactants are: [CH:1]1([CH2:4][O:5][C:6]2[N:11]=[C:10]([C:12]([NH:14][C:15]3([CH2:21][C:22](O)=[O:23])[CH2:19][C:18](=[O:20])[NH:17][CH2:16]3)=[O:13])[CH:9]=[CH:8][C:7]=2[N:25]2[CH2:28][C:27]([F:30])([F:29])[CH2:26]2)[CH2:3][CH2:2]1.C(N1C=CN=C1)([N:33]1C=CN=C1)=O. (5) The reactants are: C(O[C@H]1C2C(=CC(Br)=CC=2)[C@@H](NC[C@@H](O)[C@@H](N)CC2C=C(F)C=C(F)C=2)C1)C=C.[O-]P([O-])([O-])=O.[K+].[K+].[K+].N1CCC[C@H]1C(O)=O.[CH2:46]1[CH:50]2[CH2:51][NH:52][CH2:53][CH:49]2[CH2:48][N:47]1[C:54]([O:56][C:57]([CH3:60])([CH3:59])[CH3:58])=[O:55].Br[C:62]1[CH:63]=[CH:64][C:65]2[C@H:66]3[CH2:83][C@@H:80]([C:81]=2[CH:82]=1)[NH:79][CH2:78][C@@H:77]([OH:84])[C@H:76]([CH2:85][C:86]1[CH:91]=[C:90]([F:92])[CH:89]=[C:88]([F:93])[CH:87]=1)[NH:75][C:74](=[O:94])[CH2:73][CH2:72][CH2:71][CH:70]=[CH:69][CH2:68][O:67]3. Given the product [C:57]([O:56][C:54]([N:47]1[CH2:48][CH:49]2[CH:50]([CH2:51][N:52]([C:62]3[CH:63]=[CH:64][C:65]4[C@H:66]5[CH2:83][C@@H:80]([C:81]=4[CH:82]=3)[NH:79][CH2:78][C@@H:77]([OH:84])[C@H:76]([CH2:85][C:86]3[CH:87]=[C:88]([F:93])[CH:89]=[C:90]([F:92])[CH:91]=3)[NH:75][C:74](=[O:94])[CH2:73][CH2:72][CH2:71][CH:70]=[CH:69][CH2:68][O:67]5)[CH2:53]2)[CH2:46]1)=[O:55])([CH3:60])([CH3:59])[CH3:58], predict the reactants needed to synthesize it. (6) Given the product [Br:1][C:2]1[CH:3]=[C:4]([S:9]([NH:12][C:13]2[N:14]=[N:15][C:16]([Cl:20])=[CH:17][C:18]=2[OH:19])(=[O:11])=[O:10])[CH:5]=[N:6][C:7]=1[O:22][CH3:21], predict the reactants needed to synthesize it. The reactants are: [Br:1][C:2]1[CH:3]=[C:4]([S:9]([NH:12][C:13]2[N:14]=[N:15][C:16]([Cl:20])=[CH:17][C:18]=2[OH:19])(=[O:11])=[O:10])[CH:5]=[N:6][C:7]=1Cl.[CH3:21][O-:22].[Na+]. (7) Given the product [CH2:23]([O:22][C:13]1[N:12]=[CH:11][CH:10]=[C:9]2[C:14]=1[C:15]1[CH:20]=[C:19]([F:21])[CH:18]=[CH:17][C:16]=1[C:7]([C:37]([CH3:42])=[CH2:38])=[N:8]2)[CH2:24][CH2:25][CH3:26], predict the reactants needed to synthesize it. The reactants are: FC(F)(F)S(O[C:7]1[C:16]2[CH:17]=[CH:18][C:19]([F:21])=[CH:20][C:15]=2[C:14]2[C:9](=[CH:10][CH:11]=[N:12][C:13]=2[O:22][CH2:23][CH2:24][CH2:25][CH3:26])[N:8]=1)(=O)=O.[O-]P([O-])([O-])=O.[K+].[K+].[K+].[CH:37]1(P(C2CCCCC2)C2CCCCC2)[CH2:42]CCC[CH2:38]1.C(B1OC(C)(C)C(C)(C)O1)(C)=C.